This data is from Peptide-MHC class II binding affinity with 134,281 pairs from IEDB. The task is: Regression. Given a peptide amino acid sequence and an MHC pseudo amino acid sequence, predict their binding affinity value. This is MHC class II binding data. (1) The peptide sequence is ASEVFKAVEAYLVAH. The MHC is DRB1_1602 with pseudo-sequence DRB1_1602. The binding affinity (normalized) is 0.748. (2) The peptide sequence is MSAGESKHGLTNTASHTR. The MHC is DRB1_0401 with pseudo-sequence DRB1_0401. The binding affinity (normalized) is 0.